The task is: Predict the reactants needed to synthesize the given product.. This data is from Full USPTO retrosynthesis dataset with 1.9M reactions from patents (1976-2016). (1) The reactants are: [CH2:1]([O:5][C:6]1[CH:11]=[CH:10][C:9]([S:12](Cl)(=[O:14])=[O:13])=[CH:8][CH:7]=1)[CH2:2][CH2:3][CH3:4].Cl.O.[NH:18]1[CH2:23][CH2:22][C:21](=[O:24])[CH2:20][CH2:19]1. Given the product [CH2:1]([O:5][C:6]1[CH:11]=[CH:10][C:9]([S:12]([N:18]2[CH2:23][CH2:22][C:21](=[O:24])[CH2:20][CH2:19]2)(=[O:14])=[O:13])=[CH:8][CH:7]=1)[CH2:2][CH2:3][CH3:4], predict the reactants needed to synthesize it. (2) The reactants are: Br[C:2]1[CH:7]=[CH:6][C:5]([C:8]([N:10]2[CH2:15][CH2:14][N:13]([C:16]3[C:21]([CH3:22])=[CH:20][C:19]([CH3:23])=[CH:18][N:17]=3)[CH2:12][CH2:11]2)=[O:9])=[C:4]([F:24])[CH:3]=1.[CH:25]([CH:28]1[NH:32][C:31](=[O:33])[N:30]([CH3:34])[C:29]1=[O:35])([CH3:27])[CH3:26]. Given the product [CH3:22][C:21]1[C:16]([N:13]2[CH2:14][CH2:15][N:10]([C:8]([C:5]3[CH:6]=[CH:7][C:2]([N:32]4[CH:28]([CH:25]([CH3:26])[CH3:27])[C:29](=[O:35])[N:30]([CH3:34])[C:31]4=[O:33])=[CH:3][C:4]=3[F:24])=[O:9])[CH2:11][CH2:12]2)=[N:17][CH:18]=[C:19]([CH3:23])[CH:20]=1, predict the reactants needed to synthesize it.